This data is from Forward reaction prediction with 1.9M reactions from USPTO patents (1976-2016). The task is: Predict the product of the given reaction. (1) Given the reactants C([O:4][CH2:5][C:6]1[C:7]([N:27]2[N:36]=[CH:35][C:34]3[C:29](=[C:30]([F:41])[CH:31]=[C:32]([C:37]([CH3:40])([CH3:39])[CH3:38])[CH:33]=3)[C:28]2=[O:42])=[N:8][CH:9]=[CH:10][C:11]=1[C:12]1[CH:17]=[C:16]([NH:18][C:19]2[CH:23]=[C:22]([CH3:24])[NH:21][N:20]=2)[C:15](=[O:25])[N:14]([CH3:26])[CH:13]=1)(=O)C.[OH-].[Li+], predict the reaction product. The product is: [C:37]([C:32]1[CH:33]=[C:34]2[C:29](=[C:30]([F:41])[CH:31]=1)[C:28](=[O:42])[N:27]([C:7]1[C:6]([CH2:5][OH:4])=[C:11]([C:12]3[CH:17]=[C:16]([NH:18][C:19]4[CH:23]=[C:22]([CH3:24])[NH:21][N:20]=4)[C:15](=[O:25])[N:14]([CH3:26])[CH:13]=3)[CH:10]=[CH:9][N:8]=1)[N:36]=[CH:35]2)([CH3:40])([CH3:38])[CH3:39]. (2) Given the reactants [CH3:1][O:2][C:3]1[C:4]([NH:9][C:10]([C:12]2[CH:13]=[C:14]([S:18]([N:21]3[CH2:26][CH2:25][CH2:24][CH:23]([C:27](O)=[O:28])[CH2:22]3)(=[O:20])=[O:19])[CH:15]=[CH:16][CH:17]=2)=[O:11])=[N:5][CH:6]=[CH:7][CH:8]=1.[CH3:30][NH2:31], predict the reaction product. The product is: [CH3:1][O:2][C:3]1[C:4]([NH:9][C:10]([C:12]2[CH:13]=[C:14]([S:18]([N:21]3[CH2:26][CH2:25][CH2:24][CH:23]([C:27]([NH:31][CH3:30])=[O:28])[CH2:22]3)(=[O:19])=[O:20])[CH:15]=[CH:16][CH:17]=2)=[O:11])=[N:5][CH:6]=[CH:7][CH:8]=1. (3) The product is: [Br:18][C:19]1[CH:24]=[CH:23][C:22]([S:25]([NH:10][C:11]2[CH:12]=[N:13][CH:14]=[CH:15][C:16]=2[OH:17])(=[O:27])=[O:26])=[CH:21][C:20]=1[F:29]. Given the reactants ClC1SC(S([NH:10][C:11]2[CH:12]=[N:13][CH:14]=[CH:15][C:16]=2[OH:17])(=O)=O)=CC=1.[Br:18][C:19]1[CH:24]=[CH:23][C:22]([S:25](Cl)(=[O:27])=[O:26])=[CH:21][C:20]=1[F:29].ClC1SC(S(Cl)(=O)=O)=CC=1, predict the reaction product. (4) The product is: [CH2:1]([C:3]1[N:7]([C:8]2[N:16]=[C:15]3[C:11]([N:12]=[C:13]([CH2:18][N:30]4[CH2:33][CH:32]([N:34]5[CH2:38][CH2:37][C@H:36]([F:39])[CH2:35]5)[CH2:31]4)[N:14]3[CH3:17])=[C:10]([N:20]3[CH2:21][CH2:22][O:23][CH2:24][CH2:25]3)[N:9]=2)[C:6]2[CH:26]=[CH:27][CH:28]=[CH:29][C:5]=2[N:4]=1)[CH3:2]. Given the reactants [CH2:1]([C:3]1[N:7]([C:8]2[N:16]=[C:15]3[C:11]([N:12]=[C:13]([CH:18]=O)[N:14]3[CH3:17])=[C:10]([N:20]3[CH2:25][CH2:24][O:23][CH2:22][CH2:21]3)[N:9]=2)[C:6]2[CH:26]=[CH:27][CH:28]=[CH:29][C:5]=2[N:4]=1)[CH3:2].[NH:30]1[CH2:33][CH:32]([N:34]2[CH2:38][CH2:37][C@H:36]([F:39])[CH2:35]2)[CH2:31]1.C(O[BH-](OC(=O)C)OC(=O)C)(=O)C.[Na+], predict the reaction product. (5) Given the reactants Br[C:2]1[C:7]2[N:8]([C:15]3[CH:20]=[CH:19][C:18]([F:21])=[CH:17][CH:16]=3)[C:9](=[O:14])[C:10]([CH3:13])([CH3:12])[O:11][C:6]=2[CH:5]=[C:4]([N+:22]([O-:24])=[O:23])[CH:3]=1.[CH3:25][N:26](C)C=O, predict the reaction product. The product is: [F:21][C:18]1[CH:19]=[CH:20][C:15]([N:8]2[C:7]3=[C:2]([C:25]#[N:26])[CH:3]=[C:4]([N+:22]([O-:24])=[O:23])[CH:5]=[C:6]3[O:11][C:10]([CH3:13])([CH3:12])[C:9]2=[O:14])=[CH:16][CH:17]=1. (6) Given the reactants [C:1]([O:5][C:6]([NH:8][C:9]1([C:12]([NH:14][C@:15]23[CH2:50][CH2:49][C@@H:48]([C:51]([CH3:53])=[CH2:52])[C@@H:16]2[C@@H:17]2[C@@:30]([CH3:33])([CH2:31][CH2:32]3)[C@@:29]3([CH3:34])[C@@H:20]([C@:21]4([CH3:47])[C@@H:26]([CH2:27][CH2:28]3)[C:25]([CH3:36])([CH3:35])[C:24]([C:37]3[CH:46]=[CH:45][C:40]([C:41]([O:43]C)=[O:42])=[CH:39][CH:38]=3)=[CH:23][CH2:22]4)[CH2:19][CH2:18]2)=[O:13])[CH2:11][CH2:10]1)=[O:7])([CH3:4])([CH3:3])[CH3:2].O.[OH-].[Li+], predict the reaction product. The product is: [C:1]([O:5][C:6]([NH:8][C:9]1([C:12]([NH:14][C@:15]23[CH2:50][CH2:49][C@@H:48]([C:51]([CH3:53])=[CH2:52])[C@@H:16]2[C@@H:17]2[C@@:30]([CH3:33])([CH2:31][CH2:32]3)[C@@:29]3([CH3:34])[C@@H:20]([C@:21]4([CH3:47])[C@@H:26]([CH2:27][CH2:28]3)[C:25]([CH3:36])([CH3:35])[C:24]([C:37]3[CH:46]=[CH:45][C:40]([C:41]([OH:43])=[O:42])=[CH:39][CH:38]=3)=[CH:23][CH2:22]4)[CH2:19][CH2:18]2)=[O:13])[CH2:11][CH2:10]1)=[O:7])([CH3:2])([CH3:3])[CH3:4]. (7) Given the reactants [C:1]([O:5][C:6]([N:8]([CH2:21][C@@H:22]1[C@@H:26]([C:27]2[CH:32]=[CH:31][CH:30]=[CH:29][CH:28]=2)[CH2:25][N:24]([C:33]2[C:42]([F:43])=[CH:41][C:36]([C:37]([O:39]C)=[O:38])=[CH:35][C:34]=2[F:44])[CH2:23]1)[C@@H:9]([C:11]1[C:20]2[C:15](=[CH:16][CH:17]=[CH:18][CH:19]=2)[CH:14]=[CH:13][CH:12]=1)[CH3:10])=[O:7])([CH3:4])([CH3:3])[CH3:2].[OH-].[Na+], predict the reaction product. The product is: [C:1]([O:5][C:6]([N:8]([CH2:21][C@@H:22]1[C@@H:26]([C:27]2[CH:28]=[CH:29][CH:30]=[CH:31][CH:32]=2)[CH2:25][N:24]([C:33]2[C:42]([F:43])=[CH:41][C:36]([C:37]([OH:39])=[O:38])=[CH:35][C:34]=2[F:44])[CH2:23]1)[C@@H:9]([C:11]1[C:20]2[C:15](=[CH:16][CH:17]=[CH:18][CH:19]=2)[CH:14]=[CH:13][CH:12]=1)[CH3:10])=[O:7])([CH3:2])([CH3:3])[CH3:4].